Predict the product of the given reaction. From a dataset of Forward reaction prediction with 1.9M reactions from USPTO patents (1976-2016). (1) Given the reactants [NH3:1].CO.[S:4]1[CH:8]=[CH:7][C:6]2[C:9]([NH:13][C:14]3[N:15]=[C:16]([NH:25][C@@H:26]4[CH2:31][CH2:30][CH2:29][CH2:28][C@@H:27]4[NH:32]C(OC(C)(C)C)=O)[N:17]=[N:18][C:19]=3[C:20](OCC)=[O:21])=[CH:10][CH:11]=[CH:12][C:5]1=2, predict the reaction product. The product is: [NH2:32][C@H:27]1[CH2:28][CH2:29][CH2:30][CH2:31][C@H:26]1[NH:25][C:16]1[N:17]=[N:18][C:19]([C:20]([NH2:1])=[O:21])=[C:14]([NH:13][C:9]2[C:6]3[CH:7]=[CH:8][S:4][C:5]=3[CH:12]=[CH:11][CH:10]=2)[N:15]=1. (2) The product is: [O:18]([C:25]1[CH:26]=[C:27]2[C:33](=[CH:34][CH:35]=1)[C:41](=[O:42])[N:17]([C:12]1[CH:11]=[C:10]3[C:15]([CH:16]=[C:7]([CH2:6][N:1]4[CH2:5][CH2:4][CH2:3][CH2:2]4)[CH2:8][O:9]3)=[CH:14][CH:13]=1)[C:28]2=[O:30])[C:19]1[CH:20]=[CH:21][CH:22]=[CH:23][CH:24]=1. Given the reactants [N:1]1([CH2:6][C:7]2[CH2:8][O:9][C:10]3[C:15]([CH:16]=2)=[CH:14][CH:13]=[C:12]([NH2:17])[CH:11]=3)[CH2:5][CH2:4][CH2:3][CH2:2]1.[O:18]([C:25]1[CH:35]=[CH:34][CH:33]=[C:27]2[C:28]([O:30]C(=O)[C:26]=12)=O)[C:19]1[CH:24]=[CH:23][CH:22]=[CH:21][CH:20]=1.C(N(C(C)C)C[CH2:41][O:42]C1C=CC(N)=CC=1OC)(C)C, predict the reaction product. (3) The product is: [C:22]([O:21][C:19]([N:13]1[CH2:18][CH2:17][N:16]([C:2]2[CH:3]=[C:4]([CH:10]=[CH:11][CH:12]=2)[C:5]([OH:7])=[O:6])[CH2:15][CH2:14]1)=[O:20])([CH3:25])([CH3:23])[CH3:24]. Given the reactants Br[C:2]1[CH:3]=[C:4]([CH:10]=[CH:11][CH:12]=1)[C:5]([O:7]CC)=[O:6].[N:13]1([C:19]([O:21][C:22]([CH3:25])([CH3:24])[CH3:23])=[O:20])[CH2:18][CH2:17][NH:16][CH2:15][CH2:14]1.CC([O-])(C)C.[Na+].CC1(C)C2C(=C(P(C3C=CC=CC=3)C3C=CC=CC=3)C=CC=2)OC2C(P(C3C=CC=CC=3)C3C=CC=CC=3)=CC=CC1=2, predict the reaction product. (4) Given the reactants [C:1]([O:8][CH2:9][CH3:10])(=[O:7])[C:2]([O:4]CC)=O.[O:11]1[CH2:15][CH2:14][C:13](=[O:16])[CH2:12]1, predict the reaction product. The product is: [O:4]=[C:2]([CH:14]1[C:13](=[O:16])[CH2:12][O:11][CH2:15]1)[C:1]([O:8][CH2:9][CH3:10])=[O:7]. (5) Given the reactants C(=O)([O-])[O-].[K+].[K+].[OH:7][C:8]1[CH:9]=[C:10]([CH:20]=[C:21]([O:23][C@@H:24]([CH3:27])[CH2:25][OH:26])[CH:22]=1)[C:11]([NH:13][C:14]1[CH:18]=[CH:17][N:16]([CH3:19])[N:15]=1)=[O:12].[Cl:28][C:29]1[CH:34]=[C:33](F)[C:32]([F:36])=[CH:31][C:30]=1[S:37]([CH3:40])(=[O:39])=[O:38].O, predict the reaction product. The product is: [Cl:28][C:29]1[C:30]([S:37]([CH3:40])(=[O:39])=[O:38])=[CH:31][C:32]([F:36])=[C:33]([CH:34]=1)[O:7][C:8]1[CH:9]=[C:10]([CH:20]=[C:21]([O:23][C@@H:24]([CH3:27])[CH2:25][OH:26])[CH:22]=1)[C:11]([NH:13][C:14]1[CH:18]=[CH:17][N:16]([CH3:19])[N:15]=1)=[O:12]. (6) Given the reactants [Cl:1][C:2]1[CH:46]=[CH:45][C:5]([C:6]2[C:11]([C:12]3[CH:21]=[CH:20][C:19]4[C:14](=[CH:15][CH:16]=[C:17]([C:22]5[N:26]([CH:27]6[CH2:32][CH2:31][CH2:30][CH2:29][CH2:28]6)[C:25]6[CH:33]=[CH:34][C:35]([C:37]([OH:39])=[O:38])=[CH:36][C:24]=6[N:23]=5)[CH:18]=4)[N:13]=3)=[CH:10][C:9]([O:40][CH2:41][CH2:42][O:43]C)=[CH:8][CH:7]=2)=[CH:4][CH:3]=1.BrCC(OC(C)(C)C)=[O:50].BrCCOC, predict the reaction product. The product is: [C:42]([CH2:41][O:40][C:9]1[CH:10]=[C:11]([C:12]2[CH:21]=[CH:20][C:19]3[C:14](=[CH:15][CH:16]=[C:17]([C:22]4[N:26]([CH:27]5[CH2:32][CH2:31][CH2:30][CH2:29][CH2:28]5)[C:25]5[CH:33]=[CH:34][C:35]([C:37]([OH:39])=[O:38])=[CH:36][C:24]=5[N:23]=4)[CH:18]=3)[N:13]=2)[C:6]([C:5]2[CH:4]=[CH:3][C:2]([Cl:1])=[CH:46][CH:45]=2)=[CH:7][CH:8]=1)([OH:50])=[O:43]. (7) Given the reactants [CH2:1]([O:3][C:4]1[CH:5]=[C:6]2[C:11](=[C:12]3[CH2:16][C:15]([CH3:18])([CH3:17])[O:14][C:13]=13)[C:10]([C:19]1[CH:24]=[CH:23][C:22]([CH2:25][C:26]([O:28]C)=[O:27])=[CH:21][CH:20]=1)=[N:9][C:8]([CH3:31])([CH3:30])[CH2:7]2)[CH3:2].[OH-].[Na+].Cl, predict the reaction product. The product is: [CH2:1]([O:3][C:4]1[CH:5]=[C:6]2[C:11](=[C:12]3[CH2:16][C:15]([CH3:18])([CH3:17])[O:14][C:13]=13)[C:10]([C:19]1[CH:20]=[CH:21][C:22]([CH2:25][C:26]([OH:28])=[O:27])=[CH:23][CH:24]=1)=[N:9][C:8]([CH3:30])([CH3:31])[CH2:7]2)[CH3:2]. (8) Given the reactants [Br:1][C:2]1[N:7]=[N:6][C:5]([NH2:8])=[CH:4][CH:3]=1.CO[CH:11](OC)[N:12]([CH3:14])[CH3:13], predict the reaction product. The product is: [Br:1][C:2]1[N:7]=[N:6][C:5]([N:8]=[CH:11][N:12]([CH3:14])[CH3:13])=[CH:4][CH:3]=1. (9) Given the reactants Cl[CH:2]([CH:16]1[CH2:21][CH2:20][CH2:19][CH2:18][CH2:17]1)[C:3]1[CH:4]=[C:5]([CH:10]2[CH2:15][CH2:14][O:13][CH2:12][CH2:11]2)[S:6][C:7]=1[CH2:8][CH3:9].[NH2:22][C:23]1[CH:32]=[CH:31][C:26]([C:27]([O:29]C)=[O:28])=[CH:25][CH:24]=1.[I-].[Na+].C(=O)([O-])[O-].[Na+].[Na+].Cl.[OH-].[Na+], predict the reaction product. The product is: [CH:16]1([CH:2]([NH:22][C:23]2[CH:32]=[CH:31][C:26]([C:27]([OH:29])=[O:28])=[CH:25][CH:24]=2)[C:3]2[CH:4]=[C:5]([CH:10]3[CH2:15][CH2:14][O:13][CH2:12][CH2:11]3)[S:6][C:7]=2[CH2:8][CH3:9])[CH2:21][CH2:20][CH2:19][CH2:18][CH2:17]1. (10) Given the reactants CS(O[CH2:6][C@H:7]1[CH2:12][CH2:11][C@H:10]([NH:13][C:14]2[C:19]([N+:20]([O-:22])=[O:21])=[CH:18][N:17]=[C:16]3[CH:23]=[CH:24][S:25][C:15]=23)[CH2:9][CH2:8]1)(=O)=O.[C-:26]#[N:27].[Na+], predict the reaction product. The product is: [N+:20]([C:19]1[C:14]([NH:13][C@H:10]2[CH2:11][CH2:12][C@H:7]([CH2:6][C:26]#[N:27])[CH2:8][CH2:9]2)=[C:15]2[S:25][CH:24]=[CH:23][C:16]2=[N:17][CH:18]=1)([O-:22])=[O:21].